This data is from Full USPTO retrosynthesis dataset with 1.9M reactions from patents (1976-2016). The task is: Predict the reactants needed to synthesize the given product. (1) Given the product [C:1]1([C:7]2[O:8][C:9]([C:15]([F:17])([F:18])[F:16])=[C:10]([CH2:12][OH:13])[N:11]=2)[CH:2]=[CH:3][CH:4]=[CH:5][CH:6]=1, predict the reactants needed to synthesize it. The reactants are: [C:1]1([C:7]2[O:8][C:9]([C:15]([F:18])([F:17])[F:16])=[C:10]([C:12](O)=[O:13])[N:11]=2)[CH:6]=[CH:5][CH:4]=[CH:3][CH:2]=1.C[Si](C=[N+]=[N-])(C)C.[H-].[H-].[H-].[H-].[Li+].[Al+3].Cl. (2) Given the product [CH3:16][O:14][C:13]([C:11]1[CH:10]=[CH:9][CH:8]=[C:7]([CH3:6])[N:12]=1)=[O:15], predict the reactants needed to synthesize it. The reactants are: S(=O)(=O)(O)O.[CH3:6][C:7]1[N:12]=[C:11]([C:13]([OH:15])=[O:14])[CH:10]=[CH:9][CH:8]=1.[CH3:16]O.